Predict the product of the given reaction. From a dataset of Forward reaction prediction with 1.9M reactions from USPTO patents (1976-2016). (1) Given the reactants [Cl:1][C:2]1[C:7]([CH2:8][OH:9])=[CH:6][CH:5]=[CH:4][C:3]=1[OH:10].C1C(=O)N([Br:18])C(=O)C1, predict the reaction product. The product is: [Br:18][C:6]1[CH:5]=[CH:4][C:3]([OH:10])=[C:2]([Cl:1])[C:7]=1[CH2:8][OH:9]. (2) Given the reactants Br[C:2]1[CH:7]=[CH:6][C:5]([O:8][CH2:9][C@@H:10]([C:31]([O:33][CH3:34])=[O:32])[NH:11][C:12]([C:25]2[CH:30]=[CH:29][CH:28]=[CH:27][CH:26]=2)([C:19]2[CH:24]=[CH:23][CH:22]=[CH:21][CH:20]=2)[C:13]2[CH:18]=[CH:17][CH:16]=[CH:15][CH:14]=2)=[CH:4][CH:3]=1.S(O)(O)(=O)=O.[NH2:40][C:41]1[CH:42]=[C:43](B(O)O)[CH:44]=[CH:45][CH:46]=1.[NH2:40][C:41]1[CH:46]=[C:45](B(O)O)[CH:44]=[CH:43][CH:42]=1, predict the reaction product. The product is: [NH2:40][C:41]1[CH:46]=[C:45]([C:2]2[CH:3]=[CH:4][C:5]([O:8][CH2:9][C@@H:10]([C:31]([O:33][CH3:34])=[O:32])[NH:11][C:12]([C:13]3[CH:18]=[CH:17][CH:16]=[CH:15][CH:14]=3)([C:19]3[CH:24]=[CH:23][CH:22]=[CH:21][CH:20]=3)[C:25]3[CH:26]=[CH:27][CH:28]=[CH:29][CH:30]=3)=[CH:6][CH:7]=2)[CH:44]=[CH:43][CH:42]=1.